From a dataset of Full USPTO retrosynthesis dataset with 1.9M reactions from patents (1976-2016). Predict the reactants needed to synthesize the given product. (1) Given the product [CH2:11]([N:8]1[C:9]2[C:5](=[CH:4][CH:3]=[C:2]([N:1]3[CH2:34][CH2:35][CH2:36][C:37]3=[O:38])[CH:10]=2)[C:6]([C:21]([NH:23][CH2:24][C:25]2[CH:30]=[CH:29][C:28]([F:31])=[C:27]([F:32])[CH:26]=2)=[O:22])=[C:7]1[CH:18]([CH3:19])[CH3:20])[C:12]1[CH:13]=[CH:14][CH:15]=[CH:16][CH:17]=1, predict the reactants needed to synthesize it. The reactants are: [NH2:1][C:2]1[CH:10]=[C:9]2[C:5]([C:6]([C:21]([NH:23][CH2:24][C:25]3[CH:30]=[CH:29][C:28]([F:31])=[C:27]([F:32])[CH:26]=3)=[O:22])=[C:7]([CH:18]([CH3:20])[CH3:19])[N:8]2[CH2:11][C:12]2[CH:17]=[CH:16][CH:15]=[CH:14][CH:13]=2)=[CH:4][CH:3]=1.Br[CH2:34][CH2:35][CH2:36][C:37](OCC)=[O:38]. (2) Given the product [C:1]([O:5][C:6]([N:8]1[CH2:15][CH:14]2[N:16]([C:17]([O:19][C:20]([CH3:23])([CH3:22])[CH3:21])=[O:18])[CH:10]([CH2:11][C:12]([C:27]3[S:31][C:30]([O:32][CH2:33][CH2:34][O:35][Si:36]([C:39]([CH3:41])([CH3:42])[CH3:40])([CH3:38])[CH3:37])=[N:29][CH:28]=3)=[C:13]2[C:24](=[O:25])[N:77]([CH:74]2[CH2:75][CH2:76]2)[CH2:78][C:79]2[CH:84]=[CH:83][CH:82]=[C:81]([Cl:85])[C:80]=2[Cl:86])[CH2:9]1)=[O:7])([CH3:4])([CH3:3])[CH3:2], predict the reactants needed to synthesize it. The reactants are: [C:1]([O:5][C:6]([N:8]1[CH2:15][CH:14]2[N:16]([C:17]([O:19][C:20]([CH3:23])([CH3:22])[CH3:21])=[O:18])[CH:10]([CH2:11][C:12]([C:27]3[S:31][C:30]([O:32][CH2:33][CH2:34][O:35][Si:36]([C:39]([CH3:42])([CH3:41])[CH3:40])([CH3:38])[CH3:37])=[N:29][CH:28]=3)=[C:13]2[C:24](O)=[O:25])[CH2:9]1)=[O:7])([CH3:4])([CH3:3])[CH3:2].C1C=CC2N(O)N=NC=2C=1.CCN=C=NCCCN(C)C.Cl.CCN(C(C)C)C(C)C.[CH:74]1([NH:77][CH2:78][C:79]2[CH:84]=[CH:83][CH:82]=[C:81]([Cl:85])[C:80]=2[Cl:86])[CH2:76][CH2:75]1. (3) Given the product [C:18]([O:17][C:15]([N:13]1[CH2:14][CH:39]([C:38]([O:37][CH2:36][CH3:35])=[O:41])[CH:12]1[CH3:11])=[O:16])([CH3:21])([CH3:20])[CH3:19], predict the reactants needed to synthesize it. The reactants are: C(OC(=O)C([CH:11]1[CH2:14][N:13]([C:15]([O:17][C:18]([CH3:21])([CH3:20])[CH3:19])=[O:16])[CH2:12]1)C(OCC)=O)C.[CH2:35]1O[CH2:39][CH2:38][O:37][CH2:36][CH2:35]O[CH2:39][CH2:38][O:37][CH2:36][CH2:35]O[CH2:39][CH2:38][O:37][CH2:36]1.[OH-:41].[Na+]. (4) Given the product [F:31][C:2]([F:30])([F:1])[CH2:3][NH:4][C:5]([C:7]1([CH2:20][CH2:21][CH2:22][CH2:23][N:24]2[CH2:25][CH2:26][N:27]([C:43]([C:38]3([C:32]4[CH:37]=[CH:36][CH:35]=[CH:34][CH:33]=4)[CH2:42][CH2:41][CH2:40][CH2:39]3)=[O:44])[CH2:28][CH2:29]2)[C:8]2[CH:9]=[CH:10][CH:11]=[CH:12][C:13]=2[C:14]2[C:19]1=[CH:18][CH:17]=[CH:16][CH:15]=2)=[O:6], predict the reactants needed to synthesize it. The reactants are: [F:1][C:2]([F:31])([F:30])[CH2:3][NH:4][C:5]([C:7]1([CH2:20][CH2:21][CH2:22][CH2:23][N:24]2[CH2:29][CH2:28][NH:27][CH2:26][CH2:25]2)[C:19]2[CH:18]=[CH:17][CH:16]=[CH:15][C:14]=2[C:13]2[C:8]1=[CH:9][CH:10]=[CH:11][CH:12]=2)=[O:6].[C:32]1([C:38]2([C:43](O)=[O:44])[CH2:42][CH2:41][CH2:40][CH2:39]2)[CH:37]=[CH:36][CH:35]=[CH:34][CH:33]=1. (5) The reactants are: CC1(C)C[CH:10]([NH2:12])[C:9]2[C:4](=[CH:5][CH:6]=[CH:7]C=2)[O:3]1.[CH:14]1[C:23]2[C:18](=[CH:19][CH:20]=[CH:21][CH:22]=2)[CH:17]=[CH:16][C:15]=1[CH2:24][C:25]([OH:27])=O.CCN=C=NCCCN(C)C.[ClH:39].[CH:40]1[CH:41]=[CH:42][C:43]2N(O)N=N[C:44]=2[CH:45]=1.C(N(CC)CC)C. Given the product [Cl:39][C:40]1[CH:45]=[C:44]2[C:43](=[CH:42][CH:41]=1)[O:3][C:4]1([CH2:5][CH2:6][CH2:7]1)[CH2:9][CH:10]2[NH:12][C:25](=[O:27])[CH2:24][C:15]1[CH:16]=[CH:17][C:18]2[C:23](=[CH:22][CH:21]=[CH:20][CH:19]=2)[CH:14]=1, predict the reactants needed to synthesize it. (6) Given the product [CH2:27]([NH:34][C:18]([C:16]1[C:15]2[C:10](=[CH:11][CH:12]=[N:13][CH:14]=2)[N:9]=[C:8]([C:4]2[CH:5]=[CH:6][CH:7]=[C:2]([Cl:1])[CH:3]=2)[CH:17]=1)=[O:20])[C:28]1[CH:33]=[CH:32][CH:31]=[CH:30][CH:29]=1, predict the reactants needed to synthesize it. The reactants are: [Cl:1][C:2]1[CH:3]=[C:4]([C:8]2[CH:17]=[C:16]([C:18]([OH:20])=O)[C:15]3[C:10](=[CH:11][CH:12]=[N:13][CH:14]=3)[N:9]=2)[CH:5]=[CH:6][CH:7]=1.C(Cl)(=O)C(Cl)=O.[CH2:27]([NH2:34])[C:28]1[CH:33]=[CH:32][CH:31]=[CH:30][CH:29]=1.C(N(CC)CC)C.